Dataset: Forward reaction prediction with 1.9M reactions from USPTO patents (1976-2016). Task: Predict the product of the given reaction. The product is: [NH2:1][C:2]([C:4]1[CH:5]=[N:6][C:7]2[C:12]([C:13]=1[NH:14][C:15]1[CH:16]=[C:17]([CH:23]=[CH:24][CH:25]=1)[C:18]([OH:20])=[O:19])=[CH:11][CH:10]=[C:9]([C:26]1[N:30]([CH3:31])[C:29]([Cl:32])=[N:28][CH:27]=1)[CH:8]=2)=[O:3]. Given the reactants [NH2:1][C:2]([C:4]1[CH:5]=[N:6][C:7]2[C:12]([C:13]=1[NH:14][C:15]1[CH:16]=[C:17]([CH:23]=[CH:24][CH:25]=1)[C:18]([O:20]CC)=[O:19])=[CH:11][CH:10]=[C:9]([C:26]1[N:30]([CH3:31])[C:29]([Cl:32])=[N:28][CH:27]=1)[CH:8]=2)=[O:3].[OH-].[Na+], predict the reaction product.